Predict the product of the given reaction. From a dataset of Forward reaction prediction with 1.9M reactions from USPTO patents (1976-2016). (1) Given the reactants Cl.[CH3:2][N:3]([CH3:12])[CH2:4][CH2:5][CH2:6][N:7]=[C:8]=[N:9][CH2:10][CH3:11].CC1SC=C(C(O)=O)N=1, predict the reaction product. The product is: [CH3:11][CH2:10][N:9]=[C:8]=[N:7][CH2:6][CH2:5][CH2:4][N:3]([CH3:12])[CH3:2]. (2) Given the reactants [CH2:1]([N:8]1[CH2:13][CH2:12][CH:11]([NH:14][C:15]([C:17]2[CH:22]=[CH:21][CH:20]=[C:19]([F:23])[C:18]=2[NH:24]C(=O)OC(C)(C)C)=[O:16])[CH2:10][CH2:9]1)[C:2]1[CH:7]=[CH:6][CH:5]=[CH:4][CH:3]=1.FC(F)(F)C(O)=O, predict the reaction product. The product is: [NH2:24][C:18]1[C:19]([F:23])=[CH:20][CH:21]=[CH:22][C:17]=1[C:15]([NH:14][CH:11]1[CH2:12][CH2:13][N:8]([CH2:1][C:2]2[CH:7]=[CH:6][CH:5]=[CH:4][CH:3]=2)[CH2:9][CH2:10]1)=[O:16]. (3) Given the reactants CC([O-])(C)C.[K+].[C:7](=O)([O:10]C)[O:8][CH3:9].[C:13]([O:17][C:18]([N:20]1[CH:25]2[CH2:26][C:27](=[O:29])[CH2:28][CH:21]1[CH2:22][O:23][CH2:24]2)=[O:19])([CH3:16])([CH3:15])[CH3:14].CN(C=O)C, predict the reaction product. The product is: [CH3:9][O:8][C:7]([CH:26]1[C:27](=[O:29])[CH2:28][CH:21]2[N:20]([C:18]([O:17][C:13]([CH3:16])([CH3:14])[CH3:15])=[O:19])[CH:25]1[CH2:24][O:23][CH2:22]2)=[O:10].